This data is from Full USPTO retrosynthesis dataset with 1.9M reactions from patents (1976-2016). The task is: Predict the reactants needed to synthesize the given product. (1) Given the product [C:19]([C:15]1[C:16]([O:17][CH3:18])=[C:11]([C:9]2[CH:8]=[CH:7][C:5]3[N:6]=[C:2]([NH:1][S:32]([CH3:31])(=[O:34])=[O:33])[S:3][C:4]=3[CH:10]=2)[CH:12]=[C:13]([N:23]2[CH:28]=[CH:27][C:26](=[O:29])[NH:25][C:24]2=[O:30])[CH:14]=1)([CH3:22])([CH3:21])[CH3:20], predict the reactants needed to synthesize it. The reactants are: [NH2:1][C:2]1[S:3][C:4]2[CH:10]=[C:9]([C:11]3[CH:12]=[C:13]([N:23]4[CH:28]=[CH:27][C:26](=[O:29])[NH:25][C:24]4=[O:30])[CH:14]=[C:15]([C:19]([CH3:22])([CH3:21])[CH3:20])[C:16]=3[O:17][CH3:18])[CH:8]=[CH:7][C:5]=2[N:6]=1.[CH3:31][S:32](Cl)(=[O:34])=[O:33].N1C=CC=CC=1. (2) The reactants are: Cl.[NH2:2][C@H:3]1[CH2:8][CH2:7][C@H:6]([NH:9][C:10]([C:12]2[C:16]3[N:17]=[CH:18][N:19]=[C:20]([C:21]4[CH:26]=[C:25]([CH:27]([CH3:29])[CH3:28])[CH:24]=[CH:23][C:22]=4[O:30][CH2:31][CH:32]4[CH2:34][CH2:33]4)[C:15]=3[NH:14][C:13]=2[CH3:35])=[O:11])[CH2:5][CH2:4]1.[CH3:36][O:37][CH2:38][C:39](Cl)=[O:40]. Given the product [CH:32]1([CH2:31][O:30][C:22]2[CH:23]=[CH:24][C:25]([CH:27]([CH3:29])[CH3:28])=[CH:26][C:21]=2[C:20]2[C:15]3[NH:14][C:13]([CH3:35])=[C:12]([C:10]([NH:9][C@H:6]4[CH2:7][CH2:8][C@H:3]([NH:2][C:39](=[O:40])[CH2:38][O:37][CH3:36])[CH2:4][CH2:5]4)=[O:11])[C:16]=3[N:17]=[CH:18][N:19]=2)[CH2:33][CH2:34]1, predict the reactants needed to synthesize it. (3) The reactants are: [C:1]1([CH2:7][CH2:8][CH2:9][CH2:10][CH2:11][CH2:12][CH2:13][C:14]([OH:16])=O)[CH:6]=[CH:5][CH:4]=[CH:3][CH:2]=1.C(Cl)(=O)C(Cl)=O.[CH3:23][NH2:24]. Given the product [CH3:23][NH:24][C:14](=[O:16])[CH2:13][CH2:12][CH2:11][CH2:10][CH2:9][CH2:8][CH2:7][C:1]1[CH:6]=[CH:5][CH:4]=[CH:3][CH:2]=1, predict the reactants needed to synthesize it. (4) Given the product [CH2:23]([C@H:12]1[C@H:11]([CH3:25])[C@@H:10]([NH:9][C:2]2[CH:7]=[CH:6][CH:5]=[C:4]([CH3:8])[N:3]=2)[C:19]2[C:14](=[CH:15][CH:16]=[CH:17][CH:18]=2)[N:13]1[C:20](=[O:22])[CH3:21])[CH3:24], predict the reactants needed to synthesize it. The reactants are: Br[C:2]1[CH:7]=[CH:6][CH:5]=[C:4]([CH3:8])[N:3]=1.[NH2:9][C@H:10]1[C:19]2[C:14](=[CH:15][CH:16]=[CH:17][CH:18]=2)[N:13]([C:20](=[O:22])[CH3:21])[C@@H:12]([CH2:23][CH3:24])[C@@H:11]1[CH3:25].Br.N[C@H]1C2C(=CC=CC=2)N(C(=O)C)[C@@H](CC)[C@@H]1C.CC(C)([O-])C.[Na+].CN(C1C(C2C(P(C3CCCCC3)C3CCCCC3)=CC=CC=2)=CC=CC=1)C. (5) Given the product [Br:31][C:17]1[O:16][C:15]([C@H:12]([O:11][C:10]2[C:2]([F:1])=[C:3]([C:7]([F:30])=[CH:8][CH:9]=2)[C:4]([NH2:6])=[O:5])[CH2:13][OH:14])=[N:19][C:18]=1[C:20]1[CH:25]=[CH:24][C:23]([C:26]([F:27])([F:28])[F:29])=[CH:22][CH:21]=1, predict the reactants needed to synthesize it. The reactants are: [F:1][C:2]1[C:10]([O:11][C@@H:12]([C:15]2[O:16][CH:17]=[C:18]([C:20]3[CH:25]=[CH:24][C:23]([C:26]([F:29])([F:28])[F:27])=[CH:22][CH:21]=3)[N:19]=2)[CH2:13][OH:14])=[CH:9][CH:8]=[C:7]([F:30])[C:3]=1[C:4]([NH2:6])=[O:5].[Br:31]Br.